From a dataset of Forward reaction prediction with 1.9M reactions from USPTO patents (1976-2016). Predict the product of the given reaction. Given the reactants [N:1]1([C:7](=[O:11])[CH2:8][C:9]#[N:10])[CH2:6][CH2:5][O:4][CH2:3][CH2:2]1.[ClH:12], predict the reaction product. The product is: [ClH:12].[NH2:10][CH2:9][CH2:8][C:7]([N:1]1[CH2:6][CH2:5][O:4][CH2:3][CH2:2]1)=[O:11].